Dataset: Full USPTO retrosynthesis dataset with 1.9M reactions from patents (1976-2016). Task: Predict the reactants needed to synthesize the given product. The reactants are: [Cl:1][C:2]1[C:3]([O:12][CH3:13])=[CH:4][C:5]([CH:9]([CH3:11])[CH3:10])=[C:6]([OH:8])[CH:7]=1.C([O-])([O-])=O.[K+].[K+].I[CH2:21][C:22]#[N:23]. Given the product [Cl:1][C:2]1[C:3]([O:12][CH3:13])=[CH:4][C:5]([CH:9]([CH3:11])[CH3:10])=[C:6]([CH:7]=1)[O:8][CH2:21][C:22]#[N:23], predict the reactants needed to synthesize it.